This data is from Drug-target binding data from BindingDB using Ki measurements. The task is: Regression. Given a target protein amino acid sequence and a drug SMILES string, predict the binding affinity score between them. We predict pKi (pKi = -log10(Ki in M); higher means stronger inhibition). Dataset: bindingdb_ki. (1) The compound is COC(=O)[C@@H]1C[C@H](OC(C)=O)C(=O)[C@H]2[C@@]1(C)CC[C@H]1C(=O)O[C@H](c3ccoc3)C[C@]21C. The target protein sequence is MDSPIQIFRGEPGPTCAPSACLPPNSSAWFPGWAEPDSNGSAGSEDAQLEPAHISPAIPVIITAVYSVVFVVGLVGNSLVMFVIIRYTKMKTATNIYIFNLALADALVTTTMPFQSTVYLMNSWPFGDVLCKIVISIDYYNMFTSIFTLTMMSVDRYIAVCHPVKALDFRTPLKAKIINICIWLLSSSVGISAIVLGGTKVREDVDVIECSLQFPDDDYSWWDLFMKICVFIFAFVIPVLIIIVCYTLMILRLKSVRLLSGSREKDRNLRRITRLVLVVVAVFVVCWTPIHIFILVEALGSTSHSTAALSSYYFCIALGATNSSLNPILYAFLDENFKRCFRDFCFPLKMRMERQSTSRVRNTVQDPAYLRDIDGMNKPV. The pKi is 6.8. (2) The drug is CC(C)=CCOc1ccc(Cl)c2c1CCN(C)CC2. The target protein (O77830) has sequence AIAAVITFLILFTIFGNALVILAVLTSRSLRAPQNLFLVSLAAADILVATLIIPFSLANELLGYWYFRRTWCEVYLALDVLFCTSSIVHLCAISLDRYWAVSRALEYNCKRTPRRIKCIILTVWLIAAAISLPPLIYKGDQGPQPHGAPQCKLNQEAWYILSSSLGSFFVPCLIMILVYLRIYLIAKRSHRRGPRAKGGPGEGESRQACPVPGGPSASAKLPTLATPVASASEANGPSKPAGEKEEGETPEDPGTQALPPGWATLPNSGQGQKEGVSGASLEEEAEEEEEEEEEEDEPQAVPVSPASVGSPPLQQPQGSRVLATLRGQVLVGRGVGAMSGQWWRRRAQLSREKRFTFVLAVVIGVFVLCWFPFFFSYSLSAICPQQCRVPHGLF. The pKi is 6.7. (3) The compound is Nc1nc(CC2O[C@H](CSCCc3ccccc3)[C@@H](O)[C@H]2O)nc(NC2Cc3ccccc3C2)n1. The target protein (P21236) has sequence MNKNIKYSQNFLTSEKVLNQIIKQLNLKETDTVYEIGTGKGHLTTKLAKISKQVTSIELDSHLFNLSSEKLKLNIRVTLIHQDILQFQFPNKQRYKIVGSIPYHLSTQIIKKVVFESHASDIYLIVEEGFYKRTLDIHRTLGLLLHTQVSIQQLLKLPAECFHPKPKVNSVLIKLTRHTTDVPDKYWKLYTYFVSKWVNREYRQLFTKNQFHQAMKHAKVNNLSTITYEQVLSIFNSYLLFNGRK. The pKi is 4.0.